From a dataset of CYP2C19 inhibition data for predicting drug metabolism from PubChem BioAssay. Regression/Classification. Given a drug SMILES string, predict its absorption, distribution, metabolism, or excretion properties. Task type varies by dataset: regression for continuous measurements (e.g., permeability, clearance, half-life) or binary classification for categorical outcomes (e.g., BBB penetration, CYP inhibition). Dataset: cyp2c19_veith. (1) The molecule is Cc1cc(-c2n[nH]c(=S)o2)c(C)n1-c1ccccc1. The result is 0 (non-inhibitor). (2) The drug is C[C@@]12CCC(=O)C=C1CC[C@H]1[C@H]2CC[C@]2(C)[C@](O)(C(=O)CO)CC[C@@]12O. The result is 0 (non-inhibitor).